From a dataset of Reaction yield outcomes from USPTO patents with 853,638 reactions. Predict the reaction yield, written as a fraction of the theoretical maximum amount of product (1.0 means a 100% yield; for example, 0.34 means a 34% yield). (1) The reactants are Cl.[NH4+].[Cl-].Cl.[F:5][C:6]1[CH:11]=[CH:10][C:9]([N+:12]([O-])=O)=[CH:8][C:7]=1[C@:15]12[CH2:23][O:22][C@H:21]([C:24]([F:27])([F:26])[F:25])[C@H:20]1[CH2:19][S:18][C:17]([NH2:28])=[N:16]2.[OH-].[Na+]. The catalyst is [Fe].C(O)C. The product is [NH2:12][C:9]1[CH:10]=[CH:11][C:6]([F:5])=[C:7]([C@:15]23[CH2:23][O:22][C@H:21]([C:24]([F:26])([F:25])[F:27])[C@H:20]2[CH2:19][S:18][C:17]([NH2:28])=[N:16]3)[CH:8]=1. The yield is 0.955. (2) The product is [C:44]([C:40]1[CH:39]=[C:38]2[C:43]([C:35]([CH2:34][C:19]3[CH:20]=[CH:21][C:22]([C:24](=[O:33])[NH:25][CH2:26][C:27]4[CH:28]=[N:29][CH:30]=[CH:31][CH:32]=4)=[CH:23][C:18]=3[C:12]3[C:11]([C:9]([OH:8])=[O:10])=[CH:16][C:15]([CH3:17])=[CH:14][CH:13]=3)=[CH:36][N:37]2[CH2:46][CH3:47])=[CH:42][CH:41]=1)(=[NH:45])[NH2:48]. No catalyst specified. The yield is 0.880. The reactants are C([O:8][C:9]([C:11]1[C:12]([C:18]2[CH:23]=[C:22]([C:24](=[O:33])[NH:25][CH2:26][C:27]3[CH:28]=[N:29][CH:30]=[CH:31][CH:32]=3)[CH:21]=[CH:20][C:19]=2[CH2:34][C:35]2[C:43]3[C:38](=[CH:39][C:40]([C:44]#[N:45])=[CH:41][CH:42]=3)[N:37]([CH2:46][CH3:47])[CH:36]=2)=[CH:13][CH:14]=[C:15]([CH3:17])[CH:16]=1)=[O:10])C1C=CC=CC=1.[NH2:48]CC1C=NC=CC=1. (3) The reactants are [CH3:1][C:2](C)([O-])C.[Na+].CN(C)C(=O)C.[CH2:13]([O:20][C:21]1[CH:22]=[CH:23][C:24]2[NH:30][C:29](=[O:31])[C:28]([CH3:33])([CH3:32])[C:27](=[O:34])[N:26]([CH3:35])[C:25]=2[CH:36]=1)[C:14]1[CH:19]=[CH:18][CH:17]=[CH:16][CH:15]=1.C(I)C. The catalyst is O. The product is [CH2:13]([O:20][C:21]1[CH:22]=[CH:23][C:24]2[N:30]([CH2:1][CH3:2])[C:29](=[O:31])[C:28]([CH3:33])([CH3:32])[C:27](=[O:34])[N:26]([CH3:35])[C:25]=2[CH:36]=1)[C:14]1[CH:15]=[CH:16][CH:17]=[CH:18][CH:19]=1. The yield is 0.910.